This data is from Full USPTO retrosynthesis dataset with 1.9M reactions from patents (1976-2016). The task is: Predict the reactants needed to synthesize the given product. (1) Given the product [CH:25]1([NH:28][C:22]([C:3]2[N:4]=[N:5][C:6]([O:8][CH2:9][C:10]3[C:11]([C:16]4[CH:17]=[CH:18][CH:19]=[CH:20][CH:21]=4)=[N:12][O:13][C:14]=3[CH3:15])=[CH:7][C:2]=2[CH3:1])=[O:24])[CH2:27][CH2:26]1, predict the reactants needed to synthesize it. The reactants are: [CH3:1][C:2]1[CH:7]=[C:6]([O:8][CH2:9][C:10]2[C:11]([C:16]3[CH:21]=[CH:20][CH:19]=[CH:18][CH:17]=3)=[N:12][O:13][C:14]=2[CH3:15])[N:5]=[N:4][C:3]=1[C:22]([OH:24])=O.[CH:25]1([NH2:28])[CH2:27][CH2:26]1. (2) Given the product [Cl:1][C:2]1[CH:7]=[CH:6][C:5]([C:14]2[N:10]([CH3:9])[CH:11]=[N:12][CH:13]=2)=[CH:4][CH:3]=1, predict the reactants needed to synthesize it. The reactants are: [Cl:1][C:2]1[CH:7]=[CH:6][C:5](I)=[CH:4][CH:3]=1.[CH3:9][N:10]1[CH:14]=[CH:13][N:12]=[CH:11]1.C1(P(C2CCCCC2)C2CCCCC2)CCCCC1.[H+].[B-](F)(F)(F)F.C([O-])([O-])=O.[Cs+].[Cs+].